From a dataset of Forward reaction prediction with 1.9M reactions from USPTO patents (1976-2016). Predict the product of the given reaction. (1) Given the reactants C(OC([N:8]1[CH2:13][CH2:12][N:11]([C:14]2[C:15]3[C:30]([CH:31]4[CH2:33][CH2:32]4)=[CH:29][N:28]=[CH:27][C:16]=3[N:17]=[C:18]([C:20]3[CH:25]=[CH:24][N:23]=[C:22](Cl)[CH:21]=3)[N:19]=2)[CH2:10][CH2:9]1)=O)(C)(C)C.[NH2:34][C:35]1[CH:40]=[CH:39][CH:38]=[CH:37][CH:36]=1.CC1(C)C2C=CC=C(P(C3C=CC=CC=3)C3C=CC=CC=3)C=2OC2C1=CC=CC=2P(C1C=CC=CC=1)C1C=CC=CC=1.C(=O)([O-])[O-].[Cs+].[Cs+].FC(F)(F)C(O)=O, predict the reaction product. The product is: [CH:31]1([C:30]2[C:15]3[C:14]([N:11]4[CH2:12][CH2:13][NH:8][CH2:9][CH2:10]4)=[N:19][C:18]([C:20]4[CH:25]=[CH:24][N:23]=[C:22]([NH:34][C:35]5[CH:40]=[CH:39][CH:38]=[CH:37][CH:36]=5)[CH:21]=4)=[N:17][C:16]=3[CH:27]=[N:28][CH:29]=2)[CH2:33][CH2:32]1. (2) Given the reactants [CH3:1][C:2]([CH3:9])([CH3:8])[CH:3]([OH:7])[C:4]([OH:6])=[O:5].O=O, predict the reaction product. The product is: [CH3:1][C:2]([CH3:9])([CH3:8])[C:3](=[O:7])[C:4]([OH:6])=[O:5]. (3) Given the reactants [Cl:1][C:2]1[C:3]([F:23])=[C:4]([S:8]([NH:11][C:12]2[C:17]([O:18][CH3:19])=[N:16][C:15]([N+:20]([O-])=O)=[CH:14][N:13]=2)(=[O:10])=[O:9])[CH:5]=[CH:6][CH:7]=1.[Cl-].[NH4+], predict the reaction product. The product is: [NH2:20][C:15]1[N:16]=[C:17]([O:18][CH3:19])[C:12]([NH:11][S:8]([C:4]2[CH:5]=[CH:6][CH:7]=[C:2]([Cl:1])[C:3]=2[F:23])(=[O:10])=[O:9])=[N:13][CH:14]=1. (4) Given the reactants Cl.[NH2:2][C:3]1[N:8]=[CH:7][C:6]([C:9]2[N:10]=[C:11]([N:25]3[CH2:30][CH2:29][O:28][CH2:27][CH2:26]3)[C:12]3[S:17][C:16]([C:18]4([OH:24])[CH2:23][CH2:22][NH:21][CH2:20][CH2:19]4)=[CH:15][C:13]=3[N:14]=2)=[CH:5][N:4]=1.[C:31](O)(=[O:34])[CH2:32][OH:33], predict the reaction product. The product is: [NH2:2][C:3]1[N:8]=[CH:7][C:6]([C:9]2[N:10]=[C:11]([N:25]3[CH2:30][CH2:29][O:28][CH2:27][CH2:26]3)[C:12]3[S:17][C:16]([C:18]4([OH:24])[CH2:23][CH2:22][N:21]([C:32](=[O:33])[CH2:31][OH:34])[CH2:20][CH2:19]4)=[CH:15][C:13]=3[N:14]=2)=[CH:5][N:4]=1. (5) Given the reactants C(O)(C(F)(F)F)=O.[NH:8]1[CH2:13][CH2:12][CH:11]([C:14]2[O:18][N:17]=[C:16]([CH2:19][C:20]3[CH:21]=[N:22][CH:23]=[CH:24][CH:25]=3)[N:15]=2)[CH2:10][CH2:9]1.[C:26]([N:34]1[CH2:39][CH2:38][C:37]([CH2:46][CH:47]=O)([C:40]2[CH:45]=[CH:44][CH:43]=[CH:42][CH:41]=2)[CH2:36][CH2:35]1)(=[O:33])[C:27]1[CH:32]=[CH:31][CH:30]=[CH:29][CH:28]=1.[BH-](OC(C)=O)(OC(C)=O)OC(C)=O.[Na+].C([O-])(O)=O.[Na+].C([O-])=O, predict the reaction product. The product is: [C:26]([N:34]1[CH2:35][CH2:36][C:37]([CH2:46][CH2:47][N:8]2[CH2:9][CH2:10][CH:11]([C:14]3[O:18][N:17]=[C:16]([CH2:19][C:20]4[CH:21]=[N:22][CH:23]=[CH:24][CH:25]=4)[N:15]=3)[CH2:12][CH2:13]2)([C:40]2[CH:45]=[CH:44][CH:43]=[CH:42][CH:41]=2)[CH2:38][CH2:39]1)(=[O:33])[C:27]1[CH:28]=[CH:29][CH:30]=[CH:31][CH:32]=1. (6) Given the reactants [OH:1][CH2:2][C:3]1[S:11][C:10]2[C:9](=[O:12])[C:8]([C:13]([O:15]CC)=O)=[CH:7][N:6]([CH3:18])[C:5]=2[C:4]=1[CH3:19].[Cl:20][C:21]1[CH:28]=[CH:27][C:24]([CH2:25][NH2:26])=[CH:23][CH:22]=1.C[O-].[Na+], predict the reaction product. The product is: [Cl:20][C:21]1[CH:28]=[CH:27][C:24]([CH2:25][NH:26][C:13]([C:8]2[C:9](=[O:12])[C:10]3[S:11][C:3]([CH2:2][OH:1])=[C:4]([CH3:19])[C:5]=3[N:6]([CH3:18])[CH:7]=2)=[O:15])=[CH:23][CH:22]=1.